This data is from Catalyst prediction with 721,799 reactions and 888 catalyst types from USPTO. The task is: Predict which catalyst facilitates the given reaction. (1) Reactant: [H-].[Na+].[O:3]=[C:4]1[NH:10][CH2:9][CH2:8][CH2:7][N:6]([C:11]([O:13][C:14]([CH3:17])([CH3:16])[CH3:15])=[O:12])[CH2:5]1.[CH2:18](Br)[C:19]1[CH:24]=[CH:23][CH:22]=[CH:21][CH:20]=1. Product: [CH2:18]([N:10]1[CH2:9][CH2:8][CH2:7][N:6]([C:11]([O:13][C:14]([CH3:17])([CH3:16])[CH3:15])=[O:12])[CH2:5][C:4]1=[O:3])[C:19]1[CH:24]=[CH:23][CH:22]=[CH:21][CH:20]=1. The catalyst class is: 1. (2) Reactant: C([O:8][C:9]1[CH:10]=[CH:11][C:12]2[C:13]3[N:14]([CH2:30][CH2:31][N:32]=3)[C:15]([NH:21][C:22](=[O:29])[C:23]3[CH:28]=[CH:27][CH:26]=[N:25][CH:24]=3)=[N:16][C:17]=2[C:18]=1[O:19][CH3:20])C1C=CC=CC=1.C(O)(C(F)(F)F)=O. Product: [OH:8][C:9]1[CH:10]=[CH:11][C:12]2[C:13]3[N:14]([CH2:30][CH2:31][N:32]=3)[C:15]([NH:21][C:22](=[O:29])[C:23]3[CH:28]=[CH:27][CH:26]=[N:25][CH:24]=3)=[N:16][C:17]=2[C:18]=1[O:19][CH3:20]. The catalyst class is: 5. (3) Reactant: [NH2:1][C:2]1[CH:7]=[CH:6][C:5]([N+:8]([O-:10])=[O:9])=[CH:4][C:3]=1[OH:11].[F-].[K+].Br[C:15]([CH3:25])([CH3:24])[C:16]([C:18]1[CH:23]=[CH:22][CH:21]=[CH:20][CH:19]=1)=O.O. Product: [CH3:24][C:15]1([CH3:25])[C:16]([C:18]2[CH:23]=[CH:22][CH:21]=[CH:20][CH:19]=2)=[N:1][C:2]2[CH:7]=[CH:6][C:5]([N+:8]([O-:10])=[O:9])=[CH:4][C:3]=2[O:11]1. The catalyst class is: 9. (4) Reactant: Cl.[F:2][C:3]1[CH:4]=[C:5]([S:9]([C:12]2[CH:13]=[C:14]3[C:19](=[CH:20][CH:21]=2)[CH:18]([CH2:22][NH2:23])[CH2:17][CH2:16][CH2:15]3)(=[O:11])=[O:10])[CH:6]=[CH:7][CH:8]=1.[O-:24][C:25]#[N:26].[K+]. The catalyst class is: 6. Product: [F:2][C:3]1[CH:4]=[C:5]([S:9]([C:12]2[CH:13]=[C:14]3[C:19](=[CH:20][CH:21]=2)[C@H:18]([CH2:22][NH:23][C:25]([NH2:26])=[O:24])[CH2:17][CH2:16][CH2:15]3)(=[O:11])=[O:10])[CH:6]=[CH:7][CH:8]=1. (5) Reactant: [CH3:1][CH2:2][C@@H:3]([C@H:5]([NH:62][C:63]([C@@H:65]([NH2:71])[CH2:66][CH2:67][CH2:68][CH2:69][NH2:70])=[O:64])[C:6]([NH:8][C@H:9]([C:17]([NH:19][CH2:20][C:21]([NH:23][C@H:24]([C:27]([NH:29][C@H:30]([C:35]([NH:37][C@H:38]([C:40]([NH:42][C@H:43]([C:51]([NH:53][C@H:54]([C:59]([OH:61])=[O:60])[CH2:55][CH:56]([CH3:58])[CH3:57])=[O:52])[CH2:44][C:45]1[CH:46]=[CH:47][CH:48]=[CH:49][CH:50]=1)=[O:41])[CH3:39])=[O:36])[CH2:31][CH:32]([CH3:34])[CH3:33])=[O:28])[CH2:25][OH:26])=[O:22])=[O:18])[CH2:10][C:11]1[CH:12]=[CH:13][CH:14]=[CH:15][CH:16]=1)=[O:7])[CH3:4]. Product: [CH3:1][CH2:2][C@@H:3]([C@H:5]([NH:62][C:63]([C@@H:65]([NH2:71])[CH2:66][CH2:67][CH2:68][CH2:69][NH2:70])=[O:64])[C:6]([NH:8][C@H:9]([C:17]([NH:19][CH2:20][C:21]([NH:23][C@H:24]([C:27]([NH:29][C@H:30]([C:35]([NH:37][C@H:38]([C:40]([NH:42][C@H:43]([C:51]([NH:53][C@H:54]([C:59]([OH:61])=[O:60])[CH2:55][CH:56]([CH3:57])[CH3:58])=[O:52])[CH2:44][C:45]1[CH:46]=[CH:47][CH:48]=[CH:49][CH:50]=1)=[O:41])[CH3:39])=[O:36])[CH2:31][CH:32]([CH3:34])[CH3:33])=[O:28])[CH2:25][OH:26])=[O:22])=[O:18])[CH2:10][C:11]1[CH:16]=[CH:15][CH:14]=[CH:13][CH:12]=1)=[O:7])[CH3:4].[C:59]([O-:61])(=[O:60])[CH3:54]. The catalyst class is: 15. (6) Reactant: [CH2:1]1[C:10]2[CH:9]=[CH:8][CH:7]=[C:6]([OH:11])[C:5]=2[CH2:4][CH2:3][NH:2]1.C(N(CC)C(C)C)(C)C.[C:21]([O:25][C:26](O[C:26]([O:25][C:21]([CH3:24])([CH3:23])[CH3:22])=[O:27])=[O:27])([CH3:24])([CH3:23])[CH3:22]. Product: [OH:11][C:6]1[CH:7]=[CH:8][CH:9]=[C:10]2[C:5]=1[CH2:4][CH2:3][N:2]([C:26]([O:25][C:21]([CH3:24])([CH3:23])[CH3:22])=[O:27])[CH2:1]2. The catalyst class is: 2.